Dataset: Peptide-MHC class I binding affinity with 185,985 pairs from IEDB/IMGT. Task: Regression. Given a peptide amino acid sequence and an MHC pseudo amino acid sequence, predict their binding affinity value. This is MHC class I binding data. The peptide sequence is LLLIALWNL. The MHC is HLA-A02:02 with pseudo-sequence HLA-A02:02. The binding affinity (normalized) is 0.813.